From a dataset of Forward reaction prediction with 1.9M reactions from USPTO patents (1976-2016). Predict the product of the given reaction. (1) Given the reactants [H-].[H-].[H-].[H-].[Li+].[Al+3].[F:7][C:8]1[CH:9]=[C:10]([C@H:15]2[NH:20][C@@H:19]([C:21](OC)=[O:22])[CH2:18][CH2:17][CH2:16]2)[CH:11]=[CH:12][C:13]=1[F:14].O.[OH-].[Na+], predict the reaction product. The product is: [F:7][C:8]1[CH:9]=[C:10]([C@H:15]2[NH:20][C@@H:19]([CH2:21][OH:22])[CH2:18][CH2:17][CH2:16]2)[CH:11]=[CH:12][C:13]=1[F:14]. (2) The product is: [C:4]([CH:3]([CH2:2][CH2:3][C:4](=[O:6])[CH3:5])[C:2](=[O:7])[CH3:1])(=[O:6])[CH3:5]. Given the reactants [CH3:1][C:2](=[O:7])[CH2:3][C:4](=[O:6])[CH3:5], predict the reaction product. (3) The product is: [CH3:8][O:9][C:10]1[C:19]2[C:14](=[C:15]([O:20][CH3:21])[CH:16]=[CH:17][CH:18]=2)[N:13]=[C:12]([C:22]([N:24]2[CH2:29][CH2:28][C:27]3([CH2:38][C:37](=[O:39])[C:36]4[C:31](=[CH:32][CH:33]=[C:34]([C:52]([O:48][CH2:41][C:42]5[CH:47]=[CH:46][CH:45]=[CH:44][CH:43]=5)=[O:53])[CH:35]=4)[O:30]3)[CH2:26][CH2:25]2)=[O:23])[CH:11]=1. Given the reactants C(N(CC)CC)C.[CH3:8][O:9][C:10]1[C:19]2[C:14](=[C:15]([O:20][CH3:21])[CH:16]=[CH:17][CH:18]=2)[N:13]=[C:12]([C:22]([N:24]2[CH2:29][CH2:28][C:27]3([CH2:38][C:37](=[O:39])[C:36]4[C:31](=[CH:32][CH:33]=[C:34](Br)[CH:35]=4)[O:30]3)[CH2:26][CH2:25]2)=[O:23])[CH:11]=1.[CH2:41]([OH:48])[C:42]1[CH:47]=[CH:46][CH:45]=[CH:44][CH:43]=1.CN([CH:52]=[O:53])C, predict the reaction product. (4) The product is: [CH2:29]([O:31][C:32]1[CH:37]=[CH:36][CH:35]=[CH:34][C:33]=1[O:1][C@H:2]([C:23]1[CH:24]=[CH:25][CH:26]=[CH:27][CH:28]=1)[CH2:3][CH2:4][N:5]1[CH2:10][CH2:9][CH:8]([C:11]2[CH:12]=[C:13]([NH:17][C:18](=[O:22])[CH:19]([CH3:21])[CH3:20])[CH:14]=[CH:15][CH:16]=2)[CH2:7][CH2:6]1)[CH3:30]. Given the reactants [OH:1][C@@H:2]([C:23]1[CH:28]=[CH:27][CH:26]=[CH:25][CH:24]=1)[CH2:3][CH2:4][N:5]1[CH2:10][CH2:9][CH:8]([C:11]2[CH:12]=[C:13]([NH:17][C:18](=[O:22])[CH:19]([CH3:21])[CH3:20])[CH:14]=[CH:15][CH:16]=2)[CH2:7][CH2:6]1.[CH2:29]([O:31][C:32]1[CH:37]=[CH:36][CH:35]=[CH:34][C:33]=1O)[CH3:30].C1(P(C2C=CC=CC=2)C2C=CC=CC=2)C=CC=CC=1.N(C(OCC)=O)=NC(OCC)=O.N, predict the reaction product. (5) Given the reactants [CH:1]1([CH2:4][N:5]([C:29]([CH:31]2[CH2:36][CH2:35][O:34][CH2:33][CH2:32]2)=[O:30])[C:6]2[N:7]=[CH:8][C:9]([O:12][C:13]3[CH:14]=[C:15]([CH:20]=[C:21]([O:23][C@@H:24]([CH3:28])[CH2:25][O:26][CH3:27])[CH:22]=3)[C:16](OC)=[O:17])=[N:10][CH:11]=2)[CH2:3][CH2:2]1.[OH-].[Na+].Cl.[NH2:40][C:41]1[CH:45]=[CH:44][N:43]([C:46]([O:48][C:49]([CH3:52])([CH3:51])[CH3:50])=[O:47])[N:42]=1, predict the reaction product. The product is: [CH:1]1([CH2:4][N:5]([C:29]([CH:31]2[CH2:32][CH2:33][O:34][CH2:35][CH2:36]2)=[O:30])[C:6]2[N:7]=[CH:8][C:9]([O:12][C:13]3[CH:14]=[C:15]([CH:20]=[C:21]([O:23][C@@H:24]([CH3:28])[CH2:25][O:26][CH3:27])[CH:22]=3)[C:16]([NH:40][C:41]3[CH:45]=[CH:44][N:43]([C:46]([O:48][C:49]([CH3:52])([CH3:51])[CH3:50])=[O:47])[N:42]=3)=[O:17])=[N:10][CH:11]=2)[CH2:2][CH2:3]1. (6) Given the reactants C(=O)([O-])[O-].[K+].[K+].FC(F)(F)C(O)=O.[NH:14]1[CH2:17][CH2:16][CH:15]1[CH2:18][N:19](C(OCC1C=CC=CC=1)=O)[C@H:20]([C:24]([O:26]C)=O)[CH2:21][O:22][CH3:23], predict the reaction product. The product is: [CH3:23][O:22][CH2:21][CH:20]1[NH:19][CH2:18][CH:15]2[N:14]([CH2:17][CH2:16]2)[C:24]1=[O:26].